Dataset: Forward reaction prediction with 1.9M reactions from USPTO patents (1976-2016). Task: Predict the product of the given reaction. (1) Given the reactants [F:1][C:2]1[C:7]2[N:8]=[CH:9]S[C:6]=2[CH:5]=[C:4]([C:11]([NH:13][O:14][CH2:15][CH2:16][O:17]C=C)=[O:12])[C:3]=1[NH:20][C:21]1[CH:26]=[CH:25][C:24]([I:27])=[CH:23][C:22]=1[F:28].Cl.[OH:30]S(O)(=O)=O.FC(F)(F)C(O)=O.S1(CCCC1)(=O)=O, predict the reaction product. The product is: [F:1][C:2]1[C:7]2[N:8]=[CH:9][O:30][C:6]=2[CH:5]=[C:4]([C:11]([NH:13][O:14][CH2:15][CH2:16][OH:17])=[O:12])[C:3]=1[NH:20][C:21]1[CH:26]=[CH:25][C:24]([I:27])=[CH:23][C:22]=1[F:28]. (2) Given the reactants [F:1][C:2]1[CH:7]=[CH:6][CH:5]=[CH:4][C:3]=1[C:8]1[N:9]=[N:10][N:11]([CH3:27])[C:12]=1[C:13]1[N:14]=[CH:15][N:16]([C:18]2[CH:26]=[CH:25][C:21]([C:22](O)=[O:23])=[CH:20][N:19]=2)[CH:17]=1.C([O-])(=O)C([O-])=O.[CH2:34]1[C:37]2([CH2:40][NH2+:39][CH2:38]2)[CH2:36][O:35]1.[CH2:34]1[C:37]2([CH2:40][NH2+:39][CH2:38]2)[CH2:36][O:35]1, predict the reaction product. The product is: [F:1][C:2]1[CH:7]=[CH:6][CH:5]=[CH:4][C:3]=1[C:8]1[N:9]=[N:10][N:11]([CH3:27])[C:12]=1[C:13]1[N:14]=[CH:15][N:16]([C:18]2[N:19]=[CH:20][C:21]([C:22]([N:39]3[CH2:40][C:37]4([CH2:34][O:35][CH2:36]4)[CH2:38]3)=[O:23])=[CH:25][CH:26]=2)[CH:17]=1.